Dataset: Full USPTO retrosynthesis dataset with 1.9M reactions from patents (1976-2016). Task: Predict the reactants needed to synthesize the given product. (1) Given the product [N:6]1[CH:11]=[CH:10][CH:9]=[CH:8][C:7]=1[CH2:12][O:13][C:14]1[CH:19]=[CH:18][C:17]([C:20]2([C:27]3[CH:39]=[CH:38][C:30]([C:31]4[S:37][C:35]([NH2:36])=[N:34][N:33]=4)=[CH:29][CH:28]=3)[CH2:25][CH:24]3[CH2:26][CH:21]2[CH2:22][CH2:23]3)=[CH:16][CH:15]=1, predict the reactants needed to synthesize it. The reactants are: CS(O)(=O)=O.[N:6]1[CH:11]=[CH:10][CH:9]=[CH:8][C:7]=1[CH2:12][O:13][C:14]1[CH:19]=[CH:18][C:17]([C:20]2([C:27]3[CH:39]=[CH:38][C:30]([C:31]([NH:33][NH:34][C:35](=[S:37])[NH2:36])=O)=[CH:29][CH:28]=3)[CH2:25][CH:24]3[CH2:26][CH:21]2[CH2:22][CH2:23]3)=[CH:16][CH:15]=1.C(=O)(O)[O-].[Na+]. (2) Given the product [Cl:25][C:20]1[C:19]([OH:26])=[C:18]([S:15]([N:14]([CH2:27][C:28]2[CH:29]=[CH:30][C:31]([F:34])=[CH:32][CH:33]=2)[CH2:13][C:12]2[CH:11]=[CH:10][C:9]([CH:1]([OH:8])[C:2]3[CH:7]=[CH:6][CH:5]=[CH:4][CH:3]=3)=[CH:36][CH:35]=2)(=[O:17])=[O:16])[CH:23]=[C:22]([Cl:24])[CH:21]=1, predict the reactants needed to synthesize it. The reactants are: [C:1]([C:9]1[CH:36]=[CH:35][C:12]([CH2:13][N:14]([CH2:27][C:28]2[CH:33]=[CH:32][C:31]([F:34])=[CH:30][CH:29]=2)[S:15]([C:18]2[CH:23]=[C:22]([Cl:24])[CH:21]=[C:20]([Cl:25])[C:19]=2[OH:26])(=[O:17])=[O:16])=[CH:11][CH:10]=1)(=[O:8])[C:2]1[CH:7]=[CH:6][CH:5]=[CH:4][CH:3]=1.[BH4-].[Na+]. (3) Given the product [CH:1]1([C@H:5]([NH:7][C:8]2[N:16]=[C:15]([C:17]([OH:18])=[O:34])[N:14]=[C:13]3[C:9]=2[N:10]([CH2:26][C@H:27]2[CH2:32][CH2:31][C@H:30]([CH3:33])[CH2:29][CH2:28]2)[C:11]([CH:20]2[CH2:25][CH2:24][CH2:23][CH2:22][CH2:21]2)=[N:12]3)[CH3:6])[CH2:4][CH2:3][CH2:2]1, predict the reactants needed to synthesize it. The reactants are: [CH:1]1([C@H:5]([NH:7][C:8]2[N:16]=[C:15]([C:17](N)=[O:18])[N:14]=[C:13]3[C:9]=2[N:10]([CH2:26][C@H:27]2[CH2:32][CH2:31][C@H:30]([CH3:33])[CH2:29][CH2:28]2)[C:11]([CH:20]2[CH2:25][CH2:24][CH2:23][CH2:22][CH2:21]2)=[N:12]3)[CH3:6])[CH2:4][CH2:3][CH2:2]1.[OH-:34].[Na+]. (4) The reactants are: FC(F)(F)S(O[C:7]1[C:8]([C:18](=[O:20])[CH3:19])=[CH:9][C:10]([Cl:17])=[C:11]2[C:16]=1[N:15]=[CH:14][CH:13]=[CH:12]2)(=O)=O.Cl.[NH:24]1[CH2:29][CH2:28][CH:27]([NH:30][S:31]([CH3:34])(=[O:33])=[O:32])[CH2:26][CH2:25]1.C(=O)([O-])[O-].[Cs+].[Cs+]. Given the product [C:18]([C:8]1[C:7]([N:24]2[CH2:25][CH2:26][CH:27]([NH:30][S:31]([CH3:34])(=[O:32])=[O:33])[CH2:28][CH2:29]2)=[C:16]2[C:11]([CH:12]=[CH:13][CH:14]=[N:15]2)=[C:10]([Cl:17])[CH:9]=1)(=[O:20])[CH3:19], predict the reactants needed to synthesize it.